From a dataset of Reaction yield outcomes from USPTO patents with 853,638 reactions. Predict the reaction yield, written as a fraction of the theoretical maximum amount of product (1.0 means a 100% yield; for example, 0.34 means a 34% yield). (1) The reactants are Cl.[Cl:2][C:3]1[CH:4]=[C:5]2[C:9](=[CH:10][CH:11]=1)[NH:8][CH:7]=[C:6]2[CH2:12][CH2:13][NH2:14].C1CN([P+](ON2N=NC3C=CC=CC2=3)(N2CCCC2)N2CCCC2)CC1.F[P-](F)(F)(F)(F)F.C(N(CC)C(C)C)(C)C.[CH2:57]([C:59]1[CH:60]=[C:61]([N:65]2[CH2:69][CH2:68][CH:67]([C:70](O)=[O:71])[C:66]2=[O:73])[CH:62]=[CH:63][CH:64]=1)[CH3:58]. The yield is 0.330. The product is [Cl:2][C:3]1[CH:4]=[C:5]2[C:9](=[CH:10][CH:11]=1)[NH:8][CH:7]=[C:6]2[CH2:12][CH2:13][NH:14][C:70]([CH:67]1[CH2:68][CH2:69][N:65]([C:61]2[CH:62]=[CH:63][CH:64]=[C:59]([CH2:57][CH3:58])[CH:60]=2)[C:66]1=[O:73])=[O:71]. The catalyst is CN(C=O)C. (2) The reactants are Cl.[CH3:2][N:3]([CH2:10][C:11]1[CH:20]=[CH:19][C:14]([C:15]([O:17][CH3:18])=[O:16])=[CH:13][CH:12]=1)[CH2:4][CH:5]1[CH2:9][CH2:8][CH2:7][NH:6]1.[Br:21][C:22]1[CH:36]=[CH:35][C:25]([O:26][C:27]2[CH:34]=[CH:33][C:30]([CH:31]=O)=[CH:29][CH:28]=2)=[CH:24][CH:23]=1.C(N(C(C)C)CC)(C)C.C(O[BH-](OC(=O)C)OC(=O)C)(=O)C.[Na+].C(=O)(O)[O-].[Na+]. The catalyst is ClC(Cl)C. The product is [Br:21][C:22]1[CH:36]=[CH:35][C:25]([O:26][C:27]2[CH:34]=[CH:33][C:30]([CH2:31][N:6]3[CH2:7][CH2:8][CH2:9][C@@H:5]3[CH2:4][N:3]([CH2:10][C:11]3[CH:12]=[CH:13][C:14]([C:15]([O:17][CH3:18])=[O:16])=[CH:19][CH:20]=3)[CH3:2])=[CH:29][CH:28]=2)=[CH:24][CH:23]=1. The yield is 0.940. (3) The reactants are [Cl:1][C:2]1[CH:18]=[CH:17][C:5]2[CH2:6][CH2:7][N:8]([C:11](=[O:16])[C:12]([F:15])([F:14])[F:13])[CH2:9][CH2:10][C:4]=2[C:3]=1OS(C(F)(F)F)(=O)=O.[N:27]1([CH2:33][C:34]2[CH:41]=[CH:40][C:37]([CH2:38][NH2:39])=[CH:36][CH:35]=2)[CH2:32][CH2:31][CH2:30][CH2:29][CH2:28]1. No catalyst specified. The product is [Cl:1][C:2]1[CH:18]=[CH:17][C:5]2[CH2:6][CH2:7][N:8]([C:11](=[O:16])[C:12]([F:15])([F:14])[F:13])[CH2:9][CH2:10][C:4]=2[C:3]=1[NH:39][CH2:38][C:37]1[CH:36]=[CH:35][C:34]([CH2:33][N:27]2[CH2:32][CH2:31][CH2:30][CH2:29][CH2:28]2)=[CH:41][CH:40]=1. The yield is 0.710. (4) The reactants are [CH:1]1([C:4]2[N:5]=[C:6]3[C:12]([C:13]([OH:15])=O)=[CH:11][NH:10][C:7]3=[N:8][CH:9]=2)[CH2:3][CH2:2]1.C(Cl)CCl.[NH2:20][CH2:21][CH2:22][C:23]#[N:24]. The catalyst is C(Cl)Cl.CN(C)C1C=CN=CC=1.O. The product is [C:21]([CH2:22][CH2:23][NH:24][C:13]([C:12]1[C:6]2[C:7](=[N:8][CH:9]=[C:4]([CH:1]3[CH2:2][CH2:3]3)[N:5]=2)[NH:10][CH:11]=1)=[O:15])#[N:20]. The yield is 0.300. (5) The reactants are [C:1]([C:3]1[C:4]([S:14][CH2:15][CH2:16][CH2:17][CH2:18][CH2:19][CH3:20])=[N:5][S:6][C:7]=1[NH:8][C:9](=[O:13])[N:10]([CH3:12])[CH3:11])#[N:2].S(=O)(=O)(O)[OH:22]. No catalyst specified. The product is [CH3:11][N:10]([CH3:12])[C:9](=[O:13])[NH:8][C:7]1[S:6][N:5]=[C:4]([S:14][CH2:15][CH2:16][CH2:17][CH2:18][CH2:19][CH3:20])[C:3]=1[C:1]([NH2:2])=[O:22]. The yield is 0.780. (6) The reactants are [Br:1][C:2]1[CH:3]=[CH:4][C:5]([OH:8])=[N:6][CH:7]=1.[H-].[Na+].Br[CH2:12][C:13]1[CH:14]=[C:15]([CH:20]=[CH:21][CH:22]=1)[C:16]([O:18][CH3:19])=[O:17]. The yield is 0.590. The catalyst is CN(C=O)C. The product is [Br:1][C:2]1[CH:3]=[CH:4][C:5](=[O:8])[N:6]([CH2:12][C:13]2[CH:14]=[C:15]([CH:20]=[CH:21][CH:22]=2)[C:16]([O:18][CH3:19])=[O:17])[CH:7]=1. (7) The reactants are [C:1]1(B(O)O)[CH:6]=[CH:5][CH:4]=[CH:3][CH:2]=1.[CH2:10]([O:12][C:13]([C:15]1[N:16]=[C:17](Cl)[O:18][CH:19]=1)=[O:14])[CH3:11].C(=O)([O-])[O-].[Na+].[Na+].C(OCC)(=O)C. The catalyst is COCCOC.CCCCCC. The product is [CH2:10]([O:12][C:13]([C:15]1[N:16]=[C:17]([C:1]2[CH:6]=[CH:5][CH:4]=[CH:3][CH:2]=2)[O:18][CH:19]=1)=[O:14])[CH3:11]. The yield is 0.830.